This data is from Forward reaction prediction with 1.9M reactions from USPTO patents (1976-2016). The task is: Predict the product of the given reaction. The product is: [Cl:1][C:2]1[CH:3]=[C:4]([N:27]([CH2:37][CH3:38])[C@H:28]2[CH2:29][CH2:30][C@H:31]([N:34]([CH3:36])[CH3:35])[CH2:32][CH2:33]2)[C:5]([CH3:26])=[C:6]([CH:25]=1)[C:7]([NH:9][CH2:10][C:11]1[C:12](=[O:23])[NH:13][N:14]([CH3:22])[C:15]=1[N:16]1[CH2:17][CH2:18][CH2:19][CH2:20][CH2:21]1)=[O:8]. Given the reactants [Cl:1][C:2]1[CH:3]=[C:4]([N:27]([CH2:37][CH3:38])[C@H:28]2[CH2:33][CH2:32][C@H:31]([N:34]([CH3:36])[CH3:35])[CH2:30][CH2:29]2)[C:5]([CH3:26])=[C:6]([CH:25]=1)[C:7]([NH:9][CH2:10][C:11]1[C:12]([O:23]C)=[N:13][N:14]([CH3:22])[C:15]=1[N:16]1[CH2:21][CH2:20][CH2:19][CH2:18][CH2:17]1)=[O:8].B(Br)(Br)Br, predict the reaction product.